This data is from Forward reaction prediction with 1.9M reactions from USPTO patents (1976-2016). The task is: Predict the product of the given reaction. Given the reactants Cl[C:2]1[CH:9]=[CH:8][C:5]([C:6]#[N:7])=[CH:4][N:3]=1.[C:10]([O:14][C:15](=[O:23])[NH:16][CH:17]1[CH2:22][CH2:21][NH:20][CH2:19][CH2:18]1)([CH3:13])([CH3:12])[CH3:11].C(=O)([O-])[O-].[K+].[K+].CCOC(C)=O, predict the reaction product. The product is: [C:10]([O:14][C:15](=[O:23])[NH:16][CH:17]1[CH2:22][CH2:21][N:20]([C:2]2[CH:9]=[CH:8][C:5]([C:6]#[N:7])=[CH:4][N:3]=2)[CH2:19][CH2:18]1)([CH3:13])([CH3:11])[CH3:12].